Dataset: Peptide-MHC class I binding affinity with 185,985 pairs from IEDB/IMGT. Task: Regression. Given a peptide amino acid sequence and an MHC pseudo amino acid sequence, predict their binding affinity value. This is MHC class I binding data. The peptide sequence is QIMYNYPAM. The MHC is HLA-B15:01 with pseudo-sequence HLA-B15:01. The binding affinity (normalized) is 0.149.